Dataset: Full USPTO retrosynthesis dataset with 1.9M reactions from patents (1976-2016). Task: Predict the reactants needed to synthesize the given product. (1) The reactants are: [F:1][C:2]1[CH:7]=[C:6]([F:8])[CH:5]=[CH:4][C:3]=1[N:9]1[C:13]([C:14]2[S:23][C:22]3[C:21]4[N:24]=[C:25]([C:28]5[CH:29]=[N:30][C:31](F)=[CH:32][CH:33]=5)[CH:26]=[CH:27][C:20]=4[O:19][CH2:18][CH2:17][C:16]=3[CH:15]=2)=[N:12][CH:11]=[N:10]1.CS(CCN)(=O)=[O:37].[CH3:42][CH2:43][N:44](C(C)C)C(C)C. Given the product [F:1][C:2]1[CH:7]=[C:6]([F:8])[CH:5]=[CH:4][C:3]=1[N:9]1[C:13]([C:14]2[S:23][C:22]3[C:21]4[N:24]=[C:25]([C:28]5[CH:33]=[CH:32][C:31]([NH:44][CH2:43][CH2:42][OH:37])=[N:30][CH:29]=5)[CH:26]=[CH:27][C:20]=4[O:19][CH2:18][CH2:17][C:16]=3[CH:15]=2)=[N:12][CH:11]=[N:10]1, predict the reactants needed to synthesize it. (2) Given the product [CH2:1]([O:8][C:9]1[N:14]=[C:13]([O:15][CH3:16])[C:12]([F:17])=[CH:11][C:10]=1[Br:25])[C:2]1[CH:3]=[CH:4][CH:5]=[CH:6][CH:7]=1, predict the reactants needed to synthesize it. The reactants are: [CH2:1]([O:8][C:9]1[N:14]=[C:13]([O:15][CH3:16])[C:12]([F:17])=[CH:11][CH:10]=1)[C:2]1[CH:7]=[CH:6][CH:5]=[CH:4][CH:3]=1.C1C(=O)N([Br:25])C(=O)C1. (3) Given the product [OH:36][C@H:33]1[CH2:34][CH2:35][C@H:30]([N:3]2[C:2](=[O:1])[C:7]([CH:8]([C:10]3[CH:15]=[CH:14][C:13]([C:16]4[C:17]([C:22]#[N:23])=[CH:18][CH:19]=[CH:20][CH:21]=4)=[CH:12][CH:11]=3)[CH3:9])=[C:6]([CH2:24][CH2:25][CH3:26])[N:5]3[N:27]=[CH:28][N:29]=[C:4]23)[CH2:31][CH2:32]1, predict the reactants needed to synthesize it. The reactants are: [O:1]=[C:2]1[C:7]([CH:8]([C:10]2[CH:15]=[CH:14][C:13]([C:16]3[C:17]([C:22]#[N:23])=[CH:18][CH:19]=[CH:20][CH:21]=3)=[CH:12][CH:11]=2)[CH3:9])=[C:6]([CH2:24][CH2:25][CH3:26])[N:5]2[N:27]=[CH:28][N:29]=[C:4]2[N:3]1[CH:30]1[CH2:35][CH2:34][C:33](=[O:36])[CH2:32][CH2:31]1.O1CCCC1.[BH4-].[Na+]. (4) Given the product [C:49]([NH:46][C@@H:48]1[C@@H:18]([O:19][C:20]([O:55][CH3:56])=[O:45])[C@H:17]([O:24][CH2:25][C:26]2[CH:31]=[CH:30][CH:29]=[CH:28][CH:27]=2)[C@@H:16]([CH2:32][O:33][CH2:34][C:35]2[CH:36]=[CH:37][CH:38]=[CH:39][CH:40]=2)[O:15][C@:6]1([CH3:5])[O:7][CH2:8][C:9]1[CH:14]=[CH:13][CH:12]=[CH:11][CH:10]=1)(=[O:52])[CH3:50], predict the reactants needed to synthesize it. The reactants are: C(N[C@@H:5]1[C@@H:18]([O:19][CH2:20]C(O)=O)[C@H:17]([O:24][CH2:25][C:26]2[CH:31]=[CH:30][CH:29]=[CH:28][CH:27]=2)[C@@H:16]([CH2:32][O:33][CH2:34][C:35]2[CH:40]=[CH:39][CH:38]=[CH:37][CH:36]=2)[O:15][C@@H:6]1[O:7][CH2:8][C:9]1[CH:14]=[CH:13][CH:12]=[CH:11][CH:10]=1)(=O)C.ClCCl.C[OH:45].[N+:46](=[CH2:48])=[N-].[C:49]([OH:52])(=O)[CH3:50].C([O:55][CH2:56]C)C.